From a dataset of M1 muscarinic receptor agonist screen with 61,833 compounds. Binary Classification. Given a drug SMILES string, predict its activity (active/inactive) in a high-throughput screening assay against a specified biological target. (1) The compound is o1c2nc(n(CCOC)c(=O)c2c(=O)c2c1cccc2)C(C)C. The result is 0 (inactive). (2) The compound is O=C(NCCCN1CCC(CC1)C)c1c2c(n(c3c2cccc3)C)c(=O)n(c1)CCOC. The result is 0 (inactive).